This data is from Forward reaction prediction with 1.9M reactions from USPTO patents (1976-2016). The task is: Predict the product of the given reaction. (1) Given the reactants [CH3:1][C:2]1[CH:21]=[CH:20][CH:19]=[C:18]([CH3:22])[C:3]=1[CH2:4][N:5]1[C:13]2[C:8](=[CH:9][CH:10]=[C:11]([C:14]([OH:16])=[O:15])[CH:12]=2)[C:7]([CH3:17])=[CH:6]1.[OH-].[K+:24], predict the reaction product. The product is: [CH3:1][C:2]1[CH:21]=[CH:20][CH:19]=[C:18]([CH3:22])[C:3]=1[CH2:4][N:5]1[C:13]2[C:8](=[CH:9][CH:10]=[C:11]([C:14]([O-:16])=[O:15])[CH:12]=2)[C:7]([CH3:17])=[CH:6]1.[K+:24]. (2) Given the reactants [NH2:1][C:2]1[C:3]([Cl:25])=[C:4]([N:9]([CH2:16][C:17]2[CH:22]=[CH:21][C:20]([O:23][CH3:24])=[CH:19][CH:18]=2)[S:10]([CH2:13][CH2:14][CH3:15])(=[O:12])=[O:11])[CH:5]=[CH:6][C:7]=1[F:8].C1(C)C=CC=CC=1.C[Al](C)C.CCCCCC.[Cl:43][C:44]1[C:53]2[C:48](=[C:49]([C:55](OC)=[O:56])[CH:50]=[C:51]([CH3:54])[CH:52]=2)[N:47]=[CH:46][N:45]=1, predict the reaction product. The product is: [Cl:43][C:44]1[C:53]2[C:48](=[C:49]([C:55]([NH:1][C:2]3[C:7]([F:8])=[CH:6][CH:5]=[C:4]([N:9]([CH2:16][C:17]4[CH:18]=[CH:19][C:20]([O:23][CH3:24])=[CH:21][CH:22]=4)[S:10]([CH2:13][CH2:14][CH3:15])(=[O:12])=[O:11])[C:3]=3[Cl:25])=[O:56])[CH:50]=[C:51]([CH3:54])[CH:52]=2)[N:47]=[CH:46][N:45]=1. (3) Given the reactants [CH2:1]([N:3]1[C:9](=[O:10])[C:8]([CH3:12])([CH3:11])[C:7](=[O:13])[N:6]([CH3:14])[C:5]2[CH:15]=[C:16]([CH:19]=O)[CH:17]=[CH:18][C:4]1=2)[CH3:2].[N:21]1[CH:26]=[CH:25][CH:24]=[C:23]([CH2:27][CH2:28][NH:29][CH2:30][C:31]2[CH:36]=[CH:35][N:34]=[CH:33][CH:32]=2)[CH:22]=1.C(O[BH-](OC(=O)C)OC(=O)C)(=O)C.[Na+].C(OC(=O)C)C.[ClH:57], predict the reaction product. The product is: [ClH:57].[ClH:57].[ClH:57].[CH2:1]([N:3]1[C:9](=[O:10])[C:8]([CH3:11])([CH3:12])[C:7](=[O:13])[N:6]([CH3:14])[C:5]2[CH:15]=[C:16]([CH2:19][N:29]([CH2:28][CH2:27][C:23]3[CH:22]=[N:21][CH:26]=[CH:25][CH:24]=3)[CH2:30][C:31]3[CH:32]=[CH:33][N:34]=[CH:35][CH:36]=3)[CH:17]=[CH:18][C:4]1=2)[CH3:2]. (4) Given the reactants [F:1][C:2]([F:24])([F:23])[C:3]1[CH:4]=[C:5]([NH:9][C:10](=[O:22])[CH2:11][C:12]([NH:14][C:15]2[CH:20]=[CH:19][N:18]=[C:17]([Cl:21])[CH:16]=2)=[O:13])[CH:6]=[CH:7][CH:8]=1.[Cl:25][C:26]1[CH:33]=[CH:32][C:29]([CH:30]=O)=[CH:28][CH:27]=1, predict the reaction product. The product is: [Cl:25][C:26]1[CH:33]=[CH:32][C:29](/[CH:30]=[C:11](/[C:10]([NH:9][C:5]2[CH:6]=[CH:7][CH:8]=[C:3]([C:2]([F:1])([F:23])[F:24])[CH:4]=2)=[O:22])\[C:12]([NH:14][C:15]2[CH:20]=[CH:19][N:18]=[C:17]([Cl:21])[CH:16]=2)=[O:13])=[CH:28][CH:27]=1.